From a dataset of Catalyst prediction with 721,799 reactions and 888 catalyst types from USPTO. Predict which catalyst facilitates the given reaction. (1) Reactant: [Cl:1][C:2]1[CH:3]=[C:4]([CH:25]=[CH:26][C:27]=1[Cl:28])[CH2:5][O:6][C:7]1[CH:12]=[CH:11][C:10]([C@H:13]2[O:18][C:17]3[CH:19]=[CH:20][C:21]([CH:23]=O)=[CH:22][C:16]=3[O:15][CH2:14]2)=[CH:9][CH:8]=1.C1CCN2C(=NCCC2)CC1.[CH3:40][C:41]([O:44][C:45]([NH:47][CH:48](P(OC)(OC)=O)[C:49]([O:51][CH3:52])=[O:50])=[O:46])([CH3:43])[CH3:42]. Product: [CH3:52][O:51][C:49](=[O:50])[C:48]([NH:47][C:45]([O:44][C:41]([CH3:40])([CH3:42])[CH3:43])=[O:46])=[CH:23][C:21]1[CH:20]=[CH:19][C:17]2[O:18][C@H:13]([C:10]3[CH:9]=[CH:8][C:7]([O:6][CH2:5][C:4]4[CH:25]=[CH:26][C:27]([Cl:28])=[C:2]([Cl:1])[CH:3]=4)=[CH:12][CH:11]=3)[CH2:14][O:15][C:16]=2[CH:22]=1. The catalyst class is: 2. (2) Reactant: [Cl:1][C:2]1[CH:7]=[CH:6][C:5]([N:8]2[C:16]([NH:17][CH2:18][CH2:19][O:20][CH3:21])=[C:15]3[C:10]([CH:11]=[CH:12][CH:13]=[CH:14]3)=[N:9]2)=[CH:4][CH:3]=1.[CH3:22][O:23][C:24](=[O:35])[C:25]1[CH:30]=[CH:29][C:28]([N:31]=[C:32]=[O:33])=[C:27]([Cl:34])[CH:26]=1. Product: [CH3:22][O:23][C:24](=[O:35])[C:25]1[CH:30]=[CH:29][C:28]([NH:31][C:32]([N:17]([C:16]2[N:8]([C:5]3[CH:6]=[CH:7][C:2]([Cl:1])=[CH:3][CH:4]=3)[N:9]=[C:10]3[C:15]=2[CH:14]=[CH:13][CH:12]=[CH:11]3)[CH2:18][CH2:19][O:20][CH3:21])=[O:33])=[C:27]([Cl:34])[CH:26]=1. The catalyst class is: 11. (3) Reactant: C[O:2][C:3]([C@H:5]1[C@@H:9]([CH3:10])[C:8](=[O:11])[N:7]([CH2:12][C:13]2[CH:18]=[CH:17][C:16]([O:19][CH3:20])=[CH:15][C:14]=2[O:21][CH3:22])[CH2:6]1)=[O:4].COC([C@H]1[C@H](C)C(=O)N(CC2C=CC(OC)=CC=2OC)C1)=O.C[O-].[Na+].O. Product: [CH3:22][O:21][C:14]1[CH:15]=[C:16]([O:19][CH3:20])[CH:17]=[CH:18][C:13]=1[CH2:12][N:7]1[C:8](=[O:11])[C@@H:9]([CH3:10])[C@H:5]([C:3]([OH:4])=[O:2])[CH2:6]1. The catalyst class is: 5. (4) Reactant: C(=O)([O-])[O-].[Cs+].[Cs+].[F:7][C:8]1[C:13]([O:14][CH3:15])=[CH:12][C:11]([O:16][CH3:17])=[C:10]([F:18])[C:9]=1[N:19]1[C:28](=[O:29])[C:27]2([CH2:31][CH2:30]2)[C:26]2[C:21](=[CH:22][N:23]=[C:24]([C:32]3[NH:36][N:35]=[CH:34][C:33]=3[C:37]#[N:38])[CH:25]=2)[CH2:20]1.Br[CH2:40][C:41]#[N:42]. Product: [C:41]([CH2:40][N:35]1[CH:34]=[C:33]([C:37]#[N:38])[C:32]([C:24]2[CH:25]=[C:26]3[C:21](=[CH:22][N:23]=2)[CH2:20][N:19]([C:9]2[C:10]([F:18])=[C:11]([O:16][CH3:17])[CH:12]=[C:13]([O:14][CH3:15])[C:8]=2[F:7])[C:28](=[O:29])[C:27]23[CH2:31][CH2:30]2)=[N:36]1)#[N:42]. The catalyst class is: 454.